This data is from Catalyst prediction with 721,799 reactions and 888 catalyst types from USPTO. The task is: Predict which catalyst facilitates the given reaction. (1) Product: [F:15][C:12]([F:13])([F:14])[S:9]([O:8][CH2:31][CH2:32][CH2:33][S:34][CH:35]1[CH2:39][CH2:38][O:37][C:36]1=[O:40])(=[O:10])=[O:11]. The catalyst class is: 2. Reactant: S([O:8][S:9]([C:12]([F:15])([F:14])[F:13])(=[O:11])=[O:10])(C(F)(F)F)(=O)=O.C(C1C=CC=C(C(C)(C)C)N=1)(C)(C)C.O[CH2:31][CH2:32][CH2:33][S:34][CH:35]1[CH2:39][CH2:38][O:37][C:36]1=[O:40]. (2) Reactant: [Br:1][C:2]1[CH:3]=[C:4]([CH2:8][NH:9][CH2:10][CH:11]2[CH2:15][CH2:14][CH2:13][CH2:12]2)[CH:5]=[N:6][CH:7]=1.[CH3:16][C:17]([O:20][C:21](O[C:21]([O:20][C:17]([CH3:19])([CH3:18])[CH3:16])=[O:22])=[O:22])([CH3:19])[CH3:18]. Product: [C:17]([O:20][C:21](=[O:22])[N:9]([CH2:8][C:4]1[CH:5]=[N:6][CH:7]=[C:2]([Br:1])[CH:3]=1)[CH2:10][CH:11]1[CH2:15][CH2:14][CH2:13][CH2:12]1)([CH3:19])([CH3:18])[CH3:16]. The catalyst class is: 2. (3) Reactant: Cl[C:2]1[CH:7]=[CH:6][C:5]([S:8]([NH2:11])(=[O:10])=[O:9])=[CH:4][C:3]=1[N+:12]([O-:14])=[O:13].Cl.[F:16][C:17]([F:27])([F:26])[CH2:18][N:19]1[CH2:24][CH2:23][CH:22]([NH2:25])[CH2:21][CH2:20]1.C(N(CC)CC)C.O1CCOCC1. Product: [N+:12]([C:3]1[CH:4]=[C:5]([S:8]([NH2:11])(=[O:10])=[O:9])[CH:6]=[CH:7][C:2]=1[NH:25][CH:22]1[CH2:23][CH2:24][N:19]([CH2:18][C:17]([F:27])([F:16])[F:26])[CH2:20][CH2:21]1)([O-:14])=[O:13]. The catalyst class is: 6. (4) Reactant: F[C:2]1[C:3]([CH:8]=[O:9])=[N:4][CH:5]=[CH:6][CH:7]=1.[CH2:10]([O:12][C:13](=[O:25])[CH2:14][C@H:15]1[CH2:20][CH2:19][C@H:18]([CH2:21][NH:22][CH2:23][CH3:24])[CH2:17][CH2:16]1)[CH3:11].C(=O)([O-])[O-].[K+].[K+].C1(C)C=CC=CC=1. Product: [CH2:23]([N:22]([CH2:21][C@H:18]1[CH2:19][CH2:20][C@H:15]([CH2:14][C:13]([O:12][CH2:10][CH3:11])=[O:25])[CH2:16][CH2:17]1)[C:2]1[C:3]([CH:8]=[O:9])=[N:4][CH:5]=[CH:6][CH:7]=1)[CH3:24]. The catalyst class is: 6. (5) Reactant: C(N(CC)C(C)C)(C)C.[Cl:10][C:11]1[CH:33]=[CH:32][C:14]([CH2:15][NH:16][C:17]([C:19]2[C:20](=[O:31])[C:21]3[CH:28]=[C:27]([CH2:29]Cl)[O:26][C:22]=3[N:23]([CH3:25])[CH:24]=2)=[O:18])=[CH:13][CH:12]=1.[CH3:34][NH:35][CH2:36][CH:37]([C:39]1[O:40][C:41]([CH3:44])=[CH:42][CH:43]=1)[OH:38].O. Product: [Cl:10][C:11]1[CH:33]=[CH:32][C:14]([CH2:15][NH:16][C:17]([C:19]2[C:20](=[O:31])[C:21]3[CH:28]=[C:27]([CH2:29][N:35]([CH2:36][CH:37]([OH:38])[C:39]4[O:40][C:41]([CH3:44])=[CH:42][CH:43]=4)[CH3:34])[O:26][C:22]=3[N:23]([CH3:25])[CH:24]=2)=[O:18])=[CH:13][CH:12]=1. The catalyst class is: 3.